From a dataset of Catalyst prediction with 721,799 reactions and 888 catalyst types from USPTO. Predict which catalyst facilitates the given reaction. (1) Reactant: [NH2:1][C:2]1[CH:6]=[CH:5][O:4][N:3]=1.[I:7][C:8]1[C:13]([O:14][CH3:15])=[CH:12][C:11]([C:16]2[C:25]3[C:20](=[CH:21][C:22]([S:26](F)(=[O:28])=[O:27])=[CH:23][CH:24]=3)[N:19]=[CH:18][N:17]=2)=[C:10]([CH3:30])[CH:9]=1.[Li+].C[Si]([N-][Si](C)(C)C)(C)C. Product: [I:7][C:8]1[C:13]([O:14][CH3:15])=[CH:12][C:11]([C:16]2[C:25]3[C:20](=[CH:21][C:22]([S:26]([NH:1][C:2]4[CH:6]=[CH:5][O:4][N:3]=4)(=[O:27])=[O:28])=[CH:23][CH:24]=3)[N:19]=[CH:18][N:17]=2)=[C:10]([CH3:30])[CH:9]=1. The catalyst class is: 1. (2) Reactant: I[C:2]1[N:3]([CH3:13])[CH:4]=[C:5]([C:7]2[S:8][C:9]([CH3:12])=[CH:10][CH:11]=2)[N:6]=1.[CH3:14][C:15]1[S:19][C:18](B2OC(C)(C)C(C)(C)O2)=[CH:17][CH:16]=1.C([O-])([O-])=O.[Na+].[Na+]. The catalyst class is: 136. Product: [CH3:13][N:3]1[CH:4]=[C:5]([C:7]2[S:8][C:9]([CH3:12])=[CH:10][CH:11]=2)[N:6]=[C:2]1[C:18]1[S:19][C:15]([CH3:14])=[CH:16][CH:17]=1.